Dataset: Full USPTO retrosynthesis dataset with 1.9M reactions from patents (1976-2016). Task: Predict the reactants needed to synthesize the given product. (1) Given the product [CH3:9][N:8]1[C@@H:4]2[CH:3]=[C:2]([C:22]3[CH:27]=[CH:26][CH:25]=[CH:24][CH:23]=3)[CH2:21][CH2:20][C@H:5]2[NH:6][C:7]1=[O:10], predict the reactants needed to synthesize it. The reactants are: O[C:2]1([C:22]2[CH:27]=[CH:26][CH:25]=[CH:24][CH:23]=2)[CH2:21][CH2:20][C@H:5]2[N:6](CC3C=CC(OC)=CC=3)[C:7](=[O:10])[N:8]([CH3:9])[C@@H:4]2[CH2:3]1. (2) The reactants are: [CH2:1]([O:8][C:9]1[CH:14]=[CH:13][C:12]([C@@H:15]([O:38][Si](CC)(CC)CC)[CH2:16][NH:17][C@@H:18]([CH2:21][C:22]2[CH:27]=[CH:26][C:25]([O:28][C:29]3[N:34]4[CH:35]=[CH:36][N:37]=[C:33]4[CH:32]=[CH:31][CH:30]=3)=[CH:24][CH:23]=2)[CH2:19][OH:20])=[CH:11][C:10]=1[NH:46][S:47]([CH3:50])(=[O:49])=[O:48])[C:2]1[CH:7]=[CH:6][CH:5]=[CH:4][CH:3]=1.[F-].C([N+](CCCC)(CCCC)CCCC)CCC. Given the product [CH2:1]([O:8][C:9]1[CH:14]=[CH:13][C:12]([C@@H:15]([OH:38])[CH2:16][NH:17][C@@H:18]([CH2:21][C:22]2[CH:27]=[CH:26][C:25]([O:28][C:29]3[N:34]4[CH:35]=[CH:36][N:37]=[C:33]4[CH:32]=[CH:31][CH:30]=3)=[CH:24][CH:23]=2)[CH2:19][OH:20])=[CH:11][C:10]=1[NH:46][S:47]([CH3:50])(=[O:48])=[O:49])[C:2]1[CH:7]=[CH:6][CH:5]=[CH:4][CH:3]=1, predict the reactants needed to synthesize it. (3) Given the product [F:30][C:10]1[CH:11]=[C:12]([C:15]2[C:16]3[CH:23]=[C:22]([C:24]4[CH:25]=[N:26][N:27]([CH3:29])[CH:28]=4)[NH:21][C:17]=3[N:18]=[CH:19][N:20]=2)[CH:13]=[CH:14][C:9]=1[CH2:8][NH:7][C:6]([C:45]1[CH:44]=[C:43]([C:39]([CH3:42])([CH3:41])[CH3:40])[O:47][N:46]=1)=[O:31], predict the reactants needed to synthesize it. The reactants are: C(O[C:6](=[O:31])[NH:7][CH2:8][C:9]1[CH:14]=[CH:13][C:12]([C:15]2[C:16]3[CH:23]=[C:22]([C:24]4[CH:25]=[N:26][N:27]([CH3:29])[CH:28]=4)[NH:21][C:17]=3[N:18]=[CH:19][N:20]=2)=[CH:11][C:10]=1[F:30])(C)(C)C.C(O)(C(F)(F)F)=O.[C:39]([C:43]1[O:47][N:46]=[C:45](C(O)=O)[CH:44]=1)([CH3:42])([CH3:41])[CH3:40].CCN(C(C)C)C(C)C.CN(C(ON1N=NC2C=CC=NC1=2)=[N+](C)C)C.F[P-](F)(F)(F)(F)F. (4) Given the product [C:15]([C:9]1[CH:10]=[C:11]([CH3:14])[CH:12]=[CH:13][C:8]=1[C:6]1[CH:7]=[C:2]([B:21]2[O:25][C:24]([CH3:27])([CH3:26])[C:23]([CH3:29])([CH3:28])[O:22]2)[CH:3]=[C:4]([C:17]([O:19][CH3:20])=[O:18])[CH:5]=1)#[N:16], predict the reactants needed to synthesize it. The reactants are: Br[C:2]1[CH:3]=[C:4]([C:17]([O:19][CH3:20])=[O:18])[CH:5]=[C:6]([C:8]2[CH:13]=[CH:12][C:11]([CH3:14])=[CH:10][C:9]=2[C:15]#[N:16])[CH:7]=1.[B:21]1([B:21]2[O:25][C:24]([CH3:27])([CH3:26])[C:23]([CH3:29])([CH3:28])[O:22]2)[O:25][C:24]([CH3:27])([CH3:26])[C:23]([CH3:29])([CH3:28])[O:22]1.C([O-])(=O)C.[K+].ClCCl. (5) Given the product [Cl:1][C:2]1[CH:3]=[C:4]([CH:8]2[C:13]([C:14]([O:45][CH2:44][CH2:43][CH:42]([C:36]3[CH:37]=[CH:38][CH:39]=[CH:40][CH:41]=3)[C:46]3[CH:47]=[CH:48][CH:49]=[CH:50][CH:51]=3)=[O:15])=[C:12]([C:21]([F:23])([F:24])[F:22])[NH:11][C:10]([CH3:25])=[C:9]2[C:26]([O:28][CH2:29][C:30]2[CH:31]=[CH:32][CH:33]=[CH:34][CH:35]=2)=[O:27])[CH:5]=[CH:6][CH:7]=1, predict the reactants needed to synthesize it. The reactants are: [Cl:1][C:2]1[CH:3]=[C:4]([CH:8]2[C:13]([C:14](OCCC#N)=[O:15])=[C:12]([C:21]([F:24])([F:23])[F:22])[NH:11][C:10]([CH3:25])=[C:9]2[C:26]([O:28][CH2:29][C:30]2[CH:35]=[CH:34][CH:33]=[CH:32][CH:31]=2)=[O:27])[CH:5]=[CH:6][CH:7]=1.[C:36]1([CH:42]([C:46]2[CH:51]=[CH:50][CH:49]=[CH:48][CH:47]=2)[CH2:43][CH2:44][OH:45])[CH:41]=[CH:40][CH:39]=[CH:38][CH:37]=1.C1(P(C2C=CC=CC=2)C2C=CC=CC=2)C=CC=CC=1.C1C=CC=CC=1.